From a dataset of Full USPTO retrosynthesis dataset with 1.9M reactions from patents (1976-2016). Predict the reactants needed to synthesize the given product. (1) Given the product [Cl:18][C:15]1[CH:16]=[C:17]2[C:12](=[C:13]([Cl:19])[CH:14]=1)[CH2:11][N:10]([CH:20]1[CH2:22][CH2:21]1)[CH2:9][CH:8]2[C:3]1[CH:4]=[CH:5][CH:6]=[CH:7][C:2]=1[NH2:1], predict the reactants needed to synthesize it. The reactants are: [NH2:1][C:2]1[CH:7]=[CH:6][CH:5]=[CH:4][C:3]=1[CH:8](O)[CH2:9][N:10]([CH:20]1[CH2:22][CH2:21]1)[CH2:11][C:12]1[CH:17]=[CH:16][C:15]([Cl:18])=[CH:14][C:13]=1[Cl:19].S(=O)(=O)(O)O. (2) Given the product [CH3:38][C:19]1[CH:18]=[C:17]([CH3:39])[C:16]([C:14]2[NH:12][C:9]3[CH:10]=[N:11][C:6]([N:1]4[CH2:5][CH2:4][CH2:3][CH2:2]4)=[CH:7][C:8]=3[N:13]=2)=[CH:37][C:20]=1[C:21]([N:23]1[CH2:24][CH2:25][CH:26]([C:29]2[CH:36]=[CH:35][C:32]([C:33]#[N:34])=[CH:31][CH:30]=2)[CH2:27][CH2:28]1)=[O:22], predict the reactants needed to synthesize it. The reactants are: [N:1]1([C:6]2[N:11]=[CH:10][C:9]([NH2:12])=[C:8]([NH2:13])[CH:7]=2)[CH2:5][CH2:4][CH2:3][CH2:2]1.[CH:14]([C:16]1[C:17]([CH3:39])=[CH:18][C:19]([CH3:38])=[C:20]([CH:37]=1)[C:21]([N:23]1[CH2:28][CH2:27][CH:26]([C:29]2[CH:36]=[CH:35][C:32]([C:33]#[N:34])=[CH:31][CH:30]=2)[CH2:25][CH2:24]1)=[O:22])=O.S(S([O-])=O)([O-])(=O)=O.[Na+].[Na+].CN(C=O)C. (3) Given the product [CH2:5]([C@H:4]1[N:7]([CH2:8][C:9]2[CH:14]=[CH:13][C:12]([O:15][CH3:16])=[CH:11][CH:10]=2)[C:17](=[O:28])[C@H:18]([CH3:19])[NH:20][C:21]1=[O:22])[CH3:6], predict the reactants needed to synthesize it. The reactants are: COC(=O)[C@H:4]([N:7]([C:17](=[O:28])[C@@H:18]([NH:20][C:21](OC(C)(C)C)=[O:22])[CH3:19])[CH2:8][C:9]1[CH:14]=[CH:13][C:12]([O:15][CH3:16])=[CH:11][CH:10]=1)[CH2:5][CH3:6].C(O)(C(F)(F)F)=O. (4) The reactants are: [C:1]1([OH:11])[C:10]2[CH2:9][CH2:8][CH2:7][CH2:6][C:5]=2[CH:4]=[CH:3][CH:2]=1.[CH3:12][N:13]([C:17]1[CH:22]=[CH:21][CH:20]=[CH:19][CH:18]=1)[C:14](Cl)=[O:15]. Given the product [C:1]1([O:11][C:14](=[O:15])[N:13]([CH3:12])[C:17]2[CH:22]=[CH:21][CH:20]=[CH:19][CH:18]=2)[C:10]2[CH2:9][CH2:8][CH2:7][CH2:6][C:5]=2[CH:4]=[CH:3][CH:2]=1, predict the reactants needed to synthesize it. (5) Given the product [Cl:7][C:6]([Cl:9])([Cl:8])[CH2:5][O:4][C:2](=[O:3])[NH:10][C:11]1[N:15]([C:16]2[CH:21]=[CH:20][CH:19]=[C:18]([S:22][CH2:23][CH2:24][OH:25])[CH:17]=2)[N:14]=[C:13]([C:26]([CH3:29])([CH3:28])[CH3:27])[CH:12]=1, predict the reactants needed to synthesize it. The reactants are: Cl[C:2]([O:4][CH2:5][C:6]([Cl:9])([Cl:8])[Cl:7])=[O:3].[NH2:10][C:11]1[N:15]([C:16]2[CH:17]=[C:18]([S:22][CH2:23][CH2:24][OH:25])[CH:19]=[CH:20][CH:21]=2)[N:14]=[C:13]([C:26]([CH3:29])([CH3:28])[CH3:27])[CH:12]=1.CCN(C(C)C)C(C)C.